From a dataset of Full USPTO retrosynthesis dataset with 1.9M reactions from patents (1976-2016). Predict the reactants needed to synthesize the given product. (1) Given the product [F:1][C:2]1[CH:3]=[C:4]([NH:10][C:11]2[N:26]=[CH:25][CH:24]=[CH:23][C:12]=2[C:13]([NH:15][C:16]2[CH:21]=[CH:20][C:19]([F:22])=[CH:18][CH:17]=2)=[O:14])[CH:5]=[CH:6][C:7]=1[OH:8], predict the reactants needed to synthesize it. The reactants are: [F:1][C:2]1[CH:3]=[C:4]([NH:10][C:11]2[N:26]=[CH:25][CH:24]=[CH:23][C:12]=2[C:13]([NH:15][C:16]2[CH:21]=[CH:20][C:19]([F:22])=[CH:18][CH:17]=2)=[O:14])[CH:5]=[CH:6][C:7]=1[O:8]C.C(Cl)Cl.B(Br)(Br)Br.C([O-])(O)=O.[Na+]. (2) The reactants are: [CH:1]1([C:4]2[CH:5]=[CH:6][C:7]([C:15]([OH:17])=O)=[N:8][C:9]=2[O:10][CH2:11][CH:12]2[CH2:14][CH2:13]2)[CH2:3][CH2:2]1.[NH2:18][C:19]([CH3:24])([CH3:23])[CH2:20][CH2:21][OH:22]. Given the product [CH:1]1([C:4]2[CH:5]=[CH:6][C:7]([C:15]([NH:18][C:19]([CH3:24])([CH2:20][CH2:21][OH:22])[CH3:23])=[O:17])=[N:8][C:9]=2[O:10][CH2:11][CH:12]2[CH2:13][CH2:14]2)[CH2:2][CH2:3]1, predict the reactants needed to synthesize it. (3) The reactants are: I[C:2]1[C:3]2[N:4]([C:9]([CH2:12][CH:13]3[CH2:15][CH2:14]3)=[N:10][N:11]=2)[CH:5]=[CH:6][C:7]=1[Cl:8].[CH2:16](B(O)O)[CH3:17].C1(P(C2CCCCC2)C2C=CC=CC=2C2C(OC)=CC=CC=2OC)CCCCC1.CC(C1C=C(C(C)C)C(C2C=CC=CC=2P(C2CCCCC2)C2CCCCC2)=C(C(C)C)C=1)C.C([O-])([O-])=O.[K+].[K+]. Given the product [CH2:16]([C:2]1[C:3]2[N:4]([C:9]([CH2:12][CH:13]3[CH2:15][CH2:14]3)=[N:10][N:11]=2)[CH:5]=[CH:6][C:7]=1[Cl:8])[CH3:17], predict the reactants needed to synthesize it. (4) Given the product [ClH:1].[Cl:1][C:2]1[CH:3]=[C:4]([NH:8][C:9]2[N:14]=[C:13]([CH:15]([N:17]([CH3:19])[CH3:18])[CH3:16])[C:12]([C:20]([OH:22])=[O:21])=[CH:11][N:10]=2)[CH:5]=[CH:6][CH:7]=1, predict the reactants needed to synthesize it. The reactants are: [Cl:1][C:2]1[CH:3]=[C:4]([NH:8][C:9]2[N:14]=[C:13]([CH:15]([N:17]([CH3:19])[CH3:18])[CH3:16])[C:12]([C:20]([O:22]CC)=[O:21])=[CH:11][N:10]=2)[CH:5]=[CH:6][CH:7]=1.[OH-].[K+]. (5) Given the product [CH2:4]([O:6][C:7]([C:8]1[S:2][CH:1]=[N:3][C:9]=1[C:11]1[CH:16]=[CH:15][CH:14]=[CH:13][C:12]=1[O:17][CH3:18])=[O:20])[CH3:5], predict the reactants needed to synthesize it. The reactants are: [CH:1]([NH2:3])=[S:2].[CH2:4]([O:6][C:7](=[O:20])[CH:8](Br)[C:9]([C:11]1[CH:16]=[CH:15][CH:14]=[CH:13][C:12]=1[O:17][CH3:18])=O)[CH3:5].